From a dataset of Full USPTO retrosynthesis dataset with 1.9M reactions from patents (1976-2016). Predict the reactants needed to synthesize the given product. (1) Given the product [C:1]([C:3]1[CH:11]=[CH:10][C:6]([C:7]([S:9][S:9][C:7](=[S:8])[C:6]2[CH:5]=[CH:4][C:3]([C:1]#[N:2])=[CH:11][CH:10]=2)=[S:8])=[CH:5][CH:4]=1)#[N:2], predict the reactants needed to synthesize it. The reactants are: [C:1]([C:3]1[CH:11]=[CH:10][C:6]([C:7]([S-:9])=[S:8])=[CH:5][CH:4]=1)#[N:2].[Na+]. (2) Given the product [CH3:20][C:15]1([CH3:19])[N:14]([CH3:21])[CH2:13][C:12]2[C:11]([N:22]3[CH2:23][CH2:24][O:25][CH2:26][CH2:27]3)=[N:10][C:9]3[S:8][C:7]4[C:6](=[N:5][CH:4]=[N:3][C:2]=4[NH:36][CH2:35][CH2:34][N:28]4[CH2:33][CH2:32][O:31][CH2:30][CH2:29]4)[C:18]=3[C:17]=2[CH2:16]1, predict the reactants needed to synthesize it. The reactants are: Cl[C:2]1[C:7]2[S:8][C:9]3[N:10]=[C:11]([N:22]4[CH2:27][CH2:26][O:25][CH2:24][CH2:23]4)[C:12]4[CH2:13][N:14]([CH3:21])[C:15]([CH3:20])([CH3:19])[CH2:16][C:17]=4[C:18]=3[C:6]=2[N:5]=[CH:4][N:3]=1.[N:28]1([CH2:34][CH2:35][NH2:36])[CH2:33][CH2:32][O:31][CH2:30][CH2:29]1. (3) Given the product [Br:1][C:2]1[CH:7]=[CH:6][C:5]([C:8]([C:10]2[CH:15]=[CH:14][CH:13]=[C:12]([OH:16])[CH:11]=2)=[O:9])=[CH:4][C:3]=1[F:18], predict the reactants needed to synthesize it. The reactants are: [Br:1][C:2]1[CH:7]=[CH:6][C:5]([C:8]([C:10]2[CH:15]=[CH:14][CH:13]=[C:12]([O:16]C)[CH:11]=2)=[O:9])=[CH:4][C:3]=1[F:18].[Al+3].[Cl-].[Cl-].[Cl-].Cl. (4) Given the product [C:27]1([CH3:28])[CH:29]=[CH:30][C:24]([S:21]([O:10][CH2:9][CH2:8][CH2:7][N:6]2[CH2:5][CH2:4][N:3]3[CH2:11][CH2:12][CH2:13][CH2:14][CH:2]3[CH2:1]2)(=[O:23])=[O:22])=[CH:25][CH:26]=1, predict the reactants needed to synthesize it. The reactants are: [CH2:1]1[N:6]([CH2:7][CH2:8][CH2:9][OH:10])[CH2:5][CH2:4][N:3]2[CH2:11][CH2:12][CH2:13][CH2:14][CH:2]12.N1C=CC=CC=1.[S:21](Cl)([C:24]1[CH:30]=[CH:29][C:27]([CH3:28])=[CH:26][CH:25]=1)(=[O:23])=[O:22].